From a dataset of In vitro SARS-CoV-2 activity screen of 1,480 approved drugs from Prestwick library. Binary Classification. Given a drug SMILES string, predict its activity (active/inactive) in a high-throughput screening assay against a specified biological target. (1) The compound is CC(O)(CS(=O)(=O)c1ccc(F)cc1)C(=O)Nc1ccc(C#N)c(C(F)(F)F)c1. The result is 0 (inactive). (2) The molecule is CN1CCN(CCCN2c3ccccc3Sc3ccc(Cl)cc32)CC1.O=C(O)/C=C\C(=O)O.O=C(O)/C=C\C(=O)O. The result is 0 (inactive). (3) The drug is Cc1ccc(-c2cc(C(F)(F)F)nn2-c2ccc(S(N)(=O)=O)cc2)cc1. The result is 0 (inactive). (4) The molecule is CC(C)NCC(O)COc1ccc(COCCOC(C)C)cc1.CC(C)NCC(O)COc1ccc(COCCOC(C)C)cc1.O=C(O)/C=C/C(=O)O. The result is 0 (inactive). (5) The compound is CO/N=C(\C(=O)N[C@@H]1C(=O)N2C(C(=O)[O-])=C(C[n+]3ccn4ncccc43)CS[C@H]12)c1nsc(N)n1.Cl. The result is 0 (inactive). (6) The molecule is CCc1cc(C(N)=S)ccn1. The result is 0 (inactive). (7) The drug is CC(N)CCCC(C)(C)O.Cl. The result is 0 (inactive).